Dataset: Forward reaction prediction with 1.9M reactions from USPTO patents (1976-2016). Task: Predict the product of the given reaction. (1) Given the reactants [CH2:1]([C:3]1[CH:4]=[CH:5][CH:6]=[C:7]2[C:11]=1[NH:10][CH:9]=[CH:8]2)[CH3:2].[Cl-].[O:13]([C:20]1[CH:21]=[C:22]([CH:27]=[CH:28][CH:29]=1)[CH:23]=[N+:24]([CH3:26])[CH3:25])[C:14]1[CH:19]=[CH:18][CH:17]=[CH:16][CH:15]=1.O(C1C=C(C=CC=1)C=O)C1C=CC=CC=1.CNC, predict the reaction product. The product is: [CH2:1]([C:3]1[CH:4]=[CH:5][CH:6]=[C:7]2[C:11]=1[NH:10][CH:9]=[C:8]2[CH:23]([N:24]([CH3:26])[CH3:25])[C:22]1[CH:27]=[CH:28][CH:29]=[C:20]([O:13][C:14]2[CH:15]=[CH:16][CH:17]=[CH:18][CH:19]=2)[CH:21]=1)[CH3:2]. (2) Given the reactants [CH2:1]([S:3][C:4]1[N:8]([CH2:9][C:10]2[CH:15]=[CH:14][C:13]([C:16]3[CH:21]=[CH:20][CH:19]=[CH:18][C:17]=3[C:22]3[NH:26][N:25]=[N:24][N:23]=3)=[CH:12][CH:11]=2)[C:7]2[C:27]([C:31]([O:33]CC)=[O:32])=[CH:28][CH:29]=[CH:30][C:6]=2[N:5]=1)[CH3:2].[OH-].[Na+], predict the reaction product. The product is: [CH2:1]([S:3][C:4]1[N:8]([CH2:9][C:10]2[CH:11]=[CH:12][C:13]([C:16]3[CH:21]=[CH:20][CH:19]=[CH:18][C:17]=3[C:22]3[NH:26][N:25]=[N:24][N:23]=3)=[CH:14][CH:15]=2)[C:7]2[C:27]([C:31]([OH:33])=[O:32])=[CH:28][CH:29]=[CH:30][C:6]=2[N:5]=1)[CH3:2]. (3) Given the reactants [O:1]=[C:2]1[N:13]2[C:14]3[N:9]([CH2:10][CH2:11][CH:12]2[CH2:15][N:16]2[CH2:21][CH2:20][CH:19]([NH:22]C(=O)OC(C)(C)C)[CH2:18][CH2:17]2)[C:8](=[O:30])[CH:7]=[CH:6][C:5]=3[N:4]=[CH:3]1.[C:31]([OH:37])([C:33]([F:36])([F:35])[F:34])=[O:32], predict the reaction product. The product is: [F:34][C:33]([F:36])([F:35])[C:31]([OH:37])=[O:32].[NH2:22][CH:19]1[CH2:20][CH2:21][N:16]([CH2:15][CH:12]2[CH2:11][CH2:10][N:9]3[C:14]4[N:13]2[C:2](=[O:1])[CH:3]=[N:4][C:5]=4[CH:6]=[CH:7][C:8]3=[O:30])[CH2:17][CH2:18]1. (4) The product is: [NH2:12][C:10]1[CH:9]=[C:5]([CH:4]=[C:3]([S:2]([F:18])([F:1])([F:15])([F:16])[F:17])[CH:11]=1)[C:6]([OH:8])=[O:7]. Given the reactants [F:1][S:2]([F:18])([F:17])([F:16])([F:15])[C:3]1[CH:4]=[C:5]([CH:9]=[C:10]([N+:12]([O-])=O)[CH:11]=1)[C:6]([OH:8])=[O:7].[H][H], predict the reaction product.